This data is from CYP3A4 inhibition data for predicting drug metabolism from PubChem BioAssay. The task is: Regression/Classification. Given a drug SMILES string, predict its absorption, distribution, metabolism, or excretion properties. Task type varies by dataset: regression for continuous measurements (e.g., permeability, clearance, half-life) or binary classification for categorical outcomes (e.g., BBB penetration, CYP inhibition). Dataset: cyp3a4_veith. (1) The molecule is O=C(NC(NCc1ccccc1)C(Cl)(Cl)Cl)c1cccnc1. The result is 1 (inhibitor). (2) The molecule is COc1ccc(NC(=O)N2CC3(CCN(S(C)(=O)=O)CC3)C2)cc1. The result is 0 (non-inhibitor).